From a dataset of Catalyst prediction with 721,799 reactions and 888 catalyst types from USPTO. Predict which catalyst facilitates the given reaction. Reactant: C(OCCCCCCOC1C=CC([C:19]2[C:20]([C:37]([O-:39])=[O:38])=[C:21]([NH2:36])[C:22]3[C:23](=[O:35])[C:24]4[C:29]([C:30](=[O:34])[C:31]=3[C:32]=2[NH2:33])=[CH:28][CH:27]=[CH:26][CH:25]=4)=CC=1)(=O)C=C.[C:40](Cl)(=[O:43])[CH:41]=[CH2:42]. Product: [CH2:23]([C:22]1[CH:21]=[CH:20][C:19]([O:39][C:37]([C:20]2[CH:19]=[C:32]([NH:33][C:40](=[O:43])[CH:41]=[CH2:42])[C:31]3[C:30](=[O:34])[C:29]4[C:24](=[CH:25][CH:26]=[CH:27][CH:28]=4)[C:23](=[O:35])[C:22]=3[C:21]=2[NH2:36])=[O:38])=[CH:32][CH:31]=1)[CH2:24][CH2:25][CH2:26][CH2:27][CH2:28][CH3:29]. The catalyst class is: 64.